This data is from Full USPTO retrosynthesis dataset with 1.9M reactions from patents (1976-2016). The task is: Predict the reactants needed to synthesize the given product. (1) Given the product [C:1]([O:4][CH2:5][C:6]1[CH:15]=[CH:14][C:13]2[C:8](=[CH:9][C:10]([CH3:34])=[C:11]([C@H:23]([O:29][C:30]([CH3:33])([CH3:32])[CH3:31])[C:24]([O:26][CH2:27][CH3:28])=[O:25])[C:12]=2[C:16]2[CH2:21][CH2:20][CH2:19][CH2:18][CH:17]=2)[N:7]=1)(=[O:3])[CH3:2], predict the reactants needed to synthesize it. The reactants are: [C:1]([O:4][CH2:5][C:6]1[CH:15]=[CH:14][C:13]2[C:8](=[CH:9][C:10]([CH3:34])=[C:11]([C@H:23]([O:29][C:30]([CH3:33])([CH3:32])[CH3:31])[C:24]([O:26][CH2:27][CH3:28])=[O:25])[C:12]=2[C:16]2[CH:21]=[CH:20][C:19](Cl)=[CH:18][CH:17]=2)[N:7]=1)(=[O:3])[CH3:2].C(O[C@@H](C1C(C2CCCCC=2)=C2C(=CC=1C)[N+]([O-])=C(C)C=C2)C(OCC)=O)(C)(C)C.ClC1C=CC(C2C=C(C)C=C3C=2C=CC(C)=[N+]3[O-])=CC=1. (2) Given the product [CH3:16][O:17][C:18](=[O:27])[CH:19]([N:10]1[C:11]2[C:7](=[CH:6][C:5]([O:4][CH3:3])=[CH:13][CH:12]=2)[C:8](=[O:15])[C:9]1=[O:14])[CH2:20][CH:21]1[CH2:22][CH2:23][CH2:24][CH2:25]1, predict the reactants needed to synthesize it. The reactants are: [H-].[Na+].[CH3:3][O:4][C:5]1[CH:6]=[C:7]2[C:11](=[CH:12][CH:13]=1)[NH:10][C:9](=[O:14])[C:8]2=[O:15].[CH3:16][O:17][C:18](=[O:27])[CH:19](Br)[CH2:20][CH:21]1[CH2:25][CH2:24][CH2:23][CH2:22]1. (3) Given the product [C:26]([O:25][C:24]([NH:23][C:18]12[CH2:21][CH2:22][C:15]([CH2:14][CH2:13][C:12]3[C:3]([C:1]#[N:2])=[CH:4][N:5]=[C:6]4[C:11]=3[N:10]=[C:9]([O:31][CH2:33][CH2:34][CH2:35][C:36]([O:38][CH2:39][CH3:40])=[O:37])[CH:8]=[CH:7]4)([CH2:20][CH2:19]1)[O:16][CH2:17]2)=[O:30])([CH3:28])([CH3:27])[CH3:29], predict the reactants needed to synthesize it. The reactants are: [C:1]([C:3]1[CH:4]=[N:5][C:6]2[C:11]([C:12]=1[CH2:13][CH2:14][C:15]13[CH2:22][CH2:21][C:18]([NH:23][C:24](=[O:30])[O:25][C:26]([CH3:29])([CH3:28])[CH3:27])([CH2:19][CH2:20]1)[CH2:17][O:16]3)=[N:10][C:9]([OH:31])=[CH:8][CH:7]=2)#[N:2].Br[CH2:33][CH2:34][CH2:35][C:36]([O:38][CH2:39][CH3:40])=[O:37]. (4) Given the product [C:31]1([CH:7]([C:1]2[CH:2]=[CH:3][CH:4]=[CH:5][CH:6]=2)[N:8]2[C:16]3[C:11](=[CH:12][CH:13]=[CH:14][CH:15]=3)[CH:10]([C:18]3[C:19]([OH:29])=[CH:20][C:21]4[O:25][C:24](=[O:26])[N:23]([CH3:27])[C:22]=4[CH:28]=3)[C:9]2=[O:30])[CH:32]=[CH:33][CH:34]=[CH:35][CH:36]=1, predict the reactants needed to synthesize it. The reactants are: [C:1]1([CH:7]([C:31]2[CH:36]=[CH:35][CH:34]=[CH:33][CH:32]=2)[N:8]2[C:16]3[C:11](=[CH:12][CH:13]=[CH:14][CH:15]=3)[C:10]([C:18]3[C:19]([OH:29])=[CH:20][C:21]4[O:25][C:24](=[O:26])[N:23]([CH3:27])[C:22]=4[CH:28]=3)(O)[C:9]2=[O:30])[CH:6]=[CH:5][CH:4]=[CH:3][CH:2]=1.C(N1C2C(=CC=CC=2)C(C2C(O)=CC3N(C)C(=O)COC=3C=2)(O)C1=O)(C1C=CC=CC=1)C1C=CC=CC=1. (5) Given the product [Cl:30][C:31]([Cl:35])([Cl:34])[CH2:32][C:37](=[NH:36])[O:29][CH:27]([C:24]1[CH:25]=[N:26][C:21]([C:19]2[O:18][N:17]=[C:16]([C:4]3[N:3]=[C:2]([NH2:1])[N:7]=[C:6]([N:8]([CH3:15])[C:9]4[CH:14]=[CH:13][CH:12]=[CH:11][CH:10]=4)[N:5]=3)[N:20]=2)=[CH:22][CH:23]=1)[CH3:28], predict the reactants needed to synthesize it. The reactants are: [NH2:1][C:2]1[N:7]=[C:6]([N:8]([CH3:15])[C:9]2[CH:14]=[CH:13][CH:12]=[CH:11][CH:10]=2)[N:5]=[C:4]([C:16]2[N:20]=[C:19]([C:21]3[N:26]=[CH:25][C:24]([CH:27]([OH:29])[CH3:28])=[CH:23][CH:22]=3)[O:18][N:17]=2)[N:3]=1.[Cl:30][C:31]([Cl:35])([Cl:34])[C:32]#N.[N:36]1(C2CCCCCCCCCC2)CCCN=CCCCC[CH2:37]1.O.